Predict the reactants needed to synthesize the given product. From a dataset of Full USPTO retrosynthesis dataset with 1.9M reactions from patents (1976-2016). (1) Given the product [NH2:18][C:17]1[NH:16][C:14](=[O:15])[C:13]2[N:12]=[CH:11][N:10]([CH:1]3[CH:2]4[CH:4]([O:5][C:24]([CH3:26])([CH3:23])[O:3]4)[CH:6]([CH2:7][OH:8])[O:9]3)[C:20]=2[N:19]=1, predict the reactants needed to synthesize it. The reactants are: [C@@H:1]1([N:10]2[C:20]3[N:19]=[C:17]([NH2:18])[NH:16][C:14](=[O:15])[C:13]=3[N:12]=[CH:11]2)[O:9][C@H:6]([CH2:7][OH:8])[C@@H:4]([OH:5])[C@H:2]1[OH:3].[NH4+].[OH-].[CH3:23][C:24]([CH3:26])=O. (2) Given the product [Br:1][C:2]1[CH:10]=[CH:9][C:5]([C:6]([N:19]([CH3:20])[CH3:18])=[O:7])=[C:4]([CH3:11])[CH:3]=1, predict the reactants needed to synthesize it. The reactants are: [Br:1][C:2]1[CH:10]=[CH:9][C:5]([C:6](O)=[O:7])=[C:4]([CH3:11])[CH:3]=1.C(Cl)(=O)C(Cl)=O.[CH3:18][NH:19][CH3:20].